From a dataset of Experimentally validated miRNA-target interactions with 360,000+ pairs, plus equal number of negative samples. Binary Classification. Given a miRNA mature sequence and a target amino acid sequence, predict their likelihood of interaction. (1) The miRNA is hsa-miR-6828-5p with sequence AGGAAGCAAGAGAACCCUGUGG. The protein sequence of the target gene is MTEETHPDDDSYIVRVKAVVMTRDDSSGGWFPQEGGGISRVGVCKVMHPEGNGRSGFLIHGERQKDKLVVLECYVRKDLVYTKANPTFHHWKVDNRKFGLTFQSPADARAFDRGVRKAIEDLIEGSTTSSSTLHNEAELGDDDVFTTATDSSSNSSQKREPTTRTISSPTSCEHRKIYTLDPYPMDHYHPDQRLPRSYPQVTFPEDDEEIVRINPREKIWMTGYEDYRHAPVRGKYLDTTEDADSYVRFAKGEVPKHEYTYPYVDSSDFGFGEDPKGSVIKTQPPRAKSRRRKENGERSR.... Result: 0 (no interaction). (2) The miRNA is hsa-miR-5582-3p with sequence UAAAACUUUAAGUGUGCCUAGG. The protein sequence of the target gene is MLQLRDSVDSAGTSPTAVLAAGEEVGAGGGPGGGRPGAGTPLRQTLWPLSIHDPTRRARVKEYFVFRPGSIEQAVEEIRVVVRPVEDGEIQGVWLLTEVDHWNNEKERLVLVTEQSLLICKYDFISLQCQQVVRIALNAVDTISYGEFQFPPKSLNKREGFGIRIQWDKQSRPSFINRWNPWSTNVPYATFTEHPMAGADEKTASLCQLESFKALLIQAVKKAQKESPLPGQANGVLILERPLLIETYVGLMSFINNEAKLGYSMTRGKIGF. Result: 1 (interaction).